This data is from Full USPTO retrosynthesis dataset with 1.9M reactions from patents (1976-2016). The task is: Predict the reactants needed to synthesize the given product. (1) Given the product [Cl:19][C:20]1[CH:41]=[C:40]([C:42]([NH:44][CH2:45][C:46]2[CH:51]=[CH:50][CH:49]=[C:48]([OH:52])[CH:47]=2)=[O:43])[CH:39]=[C:38]([CH3:60])[C:21]=1[C:22]([NH:24][C@H:25]([C:35]([O:37][CH3:2])=[O:36])[CH2:26][NH:27][C:28]([C:30]1[S:31][CH:32]=[CH:33][CH:34]=1)=[O:29])=[O:23], predict the reactants needed to synthesize it. The reactants are: [F-].[CH2:2]([N+](CCCC)(CCCC)CCCC)CCC.[Cl:19][C:20]1[CH:41]=[C:40]([C:42]([NH:44][CH2:45][C:46]2[CH:51]=[CH:50][CH:49]=[C:48]([O:52][Si](C(C)(C)C)(C)C)[CH:47]=2)=[O:43])[CH:39]=[C:38]([CH3:60])[C:21]=1[C:22]([NH:24][C@H:25]([C:35]([OH:37])=[O:36])[CH2:26][NH:27][C:28]([C:30]1[S:31][CH:32]=[CH:33][CH:34]=1)=[O:29])=[O:23]. (2) The reactants are: [N:1]1[CH:6]=C[CH:4]=[C:3]([B:7]([OH:9])[OH:8])[CH:2]=1.[O:10]=[C:11]1[NH:16][CH:15]=[C:14]([C:17]([NH2:19])=[O:18])[CH:13]=[CH:12]1. Given the product [N:16]1[CH:15]=[CH:14][C:13]([B:7]([OH:9])[OH:8])=[CH:12][CH:11]=1.[N:16]1[CH:4]=[C:3]([B:7]([OH:9])[OH:8])[CH:2]=[N:1][CH:6]=1.[O:10]=[C:11]1[NH:16][CH:15]=[C:14]([C:17]([NH2:19])=[O:18])[CH:13]=[CH:12]1, predict the reactants needed to synthesize it. (3) Given the product [Cl:1][C:2]1[CH:7]=[CH:6][C:5]([NH:8][C:9](=[O:20])[C:10]2[CH:11]=[CH:12][C:13]([S:16]([CH3:19])(=[O:17])=[O:18])=[CH:14][CH:15]=2)=[CH:4][C:3]=1[C:35]1[CH:34]=[CH:33][C:32]([C:31]([F:40])([F:39])[F:30])=[CH:37][N:36]=1, predict the reactants needed to synthesize it. The reactants are: [Cl:1][C:2]1[CH:7]=[CH:6][C:5]([NH:8][C:9](=[O:20])[C:10]2[CH:15]=[CH:14][C:13]([S:16]([CH3:19])(=[O:18])=[O:17])=[CH:12][CH:11]=2)=[CH:4][C:3]=1B1OC(C)(C)C(C)(C)O1.[F:30][C:31]([F:40])([F:39])[C:32]1[CH:33]=[CH:34][C:35](Br)=[N:36][CH:37]=1. (4) Given the product [Cl:8][C:3]1[C:2]([O:12][CH2:11][C:10]([F:14])([F:13])[F:9])=[CH:7][CH:6]=[CH:5][N:4]=1, predict the reactants needed to synthesize it. The reactants are: N[C:2]1[C:3]([Cl:8])=[N:4][CH:5]=[CH:6][CH:7]=1.[F:9][C:10]([F:14])([F:13])[CH2:11][OH:12].CS(O)(=O)=O.C(ON=O)(C)(C)C.[OH-].[Na+]. (5) Given the product [CH3:1][O:2][C:3]1[C:31]([CH3:32])=[N:30][C:6]2[N:7]([C:12]([NH:14][C@@H:15]([C:19]3[CH:24]=[CH:23][C:22]([O:25][C:26]([F:29])([F:27])[F:28])=[CH:21][CH:20]=3)[CH2:16][O:17][CH3:18])=[O:13])[CH2:8][C:9](=[O:11])[NH:10][C:5]=2[CH:4]=1, predict the reactants needed to synthesize it. The reactants are: [CH3:1][O:2][C:3]1[C:31]([CH3:32])=[N:30][C:6]2[N:7]([C:12]([NH:14][CH:15]([C:19]3[CH:24]=[CH:23][C:22]([O:25][C:26]([F:29])([F:28])[F:27])=[CH:21][CH:20]=3)[CH2:16][O:17][CH3:18])=[O:13])[CH2:8][C:9](=[O:11])[NH:10][C:5]=2[CH:4]=1. (6) Given the product [CH3:9][C:8]([O:7][C:5](=[O:6])[CH2:4][C:13]1[CH:14]=[CH:15][C:16]([C:19]#[N:20])=[CH:17][N:18]=1)([CH3:11])[CH3:10], predict the reactants needed to synthesize it. The reactants are: II.Br[CH2:4][C:5]([O:7][C:8]([CH3:11])([CH3:10])[CH3:9])=[O:6].Br[C:13]1[N:18]=[CH:17][C:16]([C:19]#[N:20])=[CH:15][CH:14]=1.